From a dataset of Full USPTO retrosynthesis dataset with 1.9M reactions from patents (1976-2016). Predict the reactants needed to synthesize the given product. (1) Given the product [OH:19][C:18]1[CH:20]=[C:21]([CH:23]=[CH:24][CH:25]=1)[O:22][CH2:2][C:3]1[C:8]([O:9][CH3:10])=[CH:7][CH:6]=[CH:5][C:4]=1[N:11]1[C:15](=[O:16])[N:14]([CH3:17])[N:13]=[N:12]1, predict the reactants needed to synthesize it. The reactants are: Br[CH2:2][C:3]1[C:8]([O:9][CH3:10])=[CH:7][CH:6]=[CH:5][C:4]=1[N:11]1[C:15](=[O:16])[N:14]([CH3:17])[N:13]=[N:12]1.[C:18]1([CH:25]=[CH:24][CH:23]=[C:21]([OH:22])[CH:20]=1)[OH:19].C(=O)([O-])[O-].[K+].[K+].C(#N)C. (2) Given the product [C:42]([NH:1][C:2]1[CH:11]=[CH:10][C:9]2[C:4](=[CH:5][CH:6]=[CH:7][CH:8]=2)[C:3]=1[C:12]1[C:21]2[C:16](=[CH:17][CH:18]=[CH:19][CH:20]=2)[CH:15]=[CH:14][C:13]=1[P:22]([C:24]1[CH:25]=[CH:26][CH:27]=[CH:28][CH:29]=1)([C:30]1[CH:31]=[CH:32][CH:33]=[CH:34][CH:35]=1)=[O:23])(=[O:49])[C:43]1[CH:48]=[CH:47][CH:46]=[CH:45][CH:44]=1, predict the reactants needed to synthesize it. The reactants are: [NH2:1][C:2]1[CH:11]=[CH:10][C:9]2[C:4](=[CH:5][CH:6]=[CH:7][CH:8]=2)[C:3]=1[C:12]1[C:21]2[C:16](=[CH:17][CH:18]=[CH:19][CH:20]=2)[CH:15]=[CH:14][C:13]=1[P:22]([C:30]1[CH:35]=[CH:34][CH:33]=[CH:32][CH:31]=1)([C:24]1[CH:29]=[CH:28][CH:27]=[CH:26][CH:25]=1)=[O:23].N1C=CC=CC=1.[C:42](Cl)(=[O:49])[C:43]1[CH:48]=[CH:47][CH:46]=[CH:45][CH:44]=1.[Cl-].[NH4+].